Dataset: Reaction yield outcomes from USPTO patents with 853,638 reactions. Task: Predict the reaction yield, written as a fraction of the theoretical maximum amount of product (1.0 means a 100% yield; for example, 0.34 means a 34% yield). The yield is 0.240. The reactants are [CH3:1][N:2]1[CH:6]=[CH:5][CH:4]=[CH:3]1.CC[N+](C)(C)C.[Li]CCCC.[Sn](Cl)(C)(C)C.Br[C:24]1[CH:25]=[C:26]([CH:29]=[CH:30][CH:31]=1)[CH:27]=[O:28].[F-].[K+]. The catalyst is CCOCC.C1COCC1.Cl[Pd](Cl)([P](C1C=CC=CC=1)(C1C=CC=CC=1)C1C=CC=CC=1)[P](C1C=CC=CC=1)(C1C=CC=CC=1)C1C=CC=CC=1.C(OCC)(=O)C.O1CCOCC1. The product is [CH3:1][N:2]1[CH:6]=[CH:5][CH:4]=[C:3]1[C:24]1[CH:25]=[C:26]([CH:29]=[CH:30][CH:31]=1)[CH:27]=[O:28].